Task: Predict which catalyst facilitates the given reaction.. Dataset: Catalyst prediction with 721,799 reactions and 888 catalyst types from USPTO (1) Reactant: [NH2:1][CH2:2][C:3]1[CH:8]=[CH:7][C:6]([CH:9]([CH3:31])[C:10]([NH:12][CH2:13][C:14]2[C:15]([C:24]3[CH:25]=[C:26]([CH3:30])[CH:27]=[CH:28][CH:29]=3)=[N:16][C:17]([C:20]([F:23])([F:22])[F:21])=[CH:18][CH:19]=2)=[O:11])=[CH:5][CH:4]=1.[C:32]([O:36][C:37]([NH:39][S:40](N1C=CC(=[N+](C)C)C=C1)(=[O:42])=[O:41])=[O:38])([CH3:35])([CH3:34])[CH3:33].C(N(CC)CC)C. Product: [O:11]=[C:10]([NH:12][CH2:13][C:14]1[C:15]([C:24]2[CH:25]=[C:26]([CH3:30])[CH:27]=[CH:28][CH:29]=2)=[N:16][C:17]([C:20]([F:23])([F:21])[F:22])=[CH:18][CH:19]=1)[CH:9]([C:6]1[CH:5]=[CH:4][C:3]([CH2:2][NH:1][S:40]([NH:39][C:37](=[O:38])[O:36][C:32]([CH3:34])([CH3:33])[CH3:35])(=[O:41])=[O:42])=[CH:8][CH:7]=1)[CH3:31]. The catalyst class is: 4. (2) Reactant: [C:1]1([C@H:7]2[NH:15][CH2:14][C:10]3([CH2:13][O:12][CH2:11]3)[O:9][CH2:8]2)[CH:6]=[CH:5][CH:4]=[CH:3][CH:2]=1.Br[C:17]1[CH:18]=[CH:19][C:20]2[O:21][CH2:22][C:23](=[O:27])[NH:24][C:25]=2[N:26]=1. Product: [C:1]1([C@H:7]2[N:15]([C:17]3[CH:18]=[CH:19][C:20]4[O:21][CH2:22][C:23](=[O:27])[NH:24][C:25]=4[N:26]=3)[CH2:14][C:10]3([CH2:13][O:12][CH2:11]3)[O:9][CH2:8]2)[CH:2]=[CH:3][CH:4]=[CH:5][CH:6]=1. The catalyst class is: 16. (3) Reactant: [C:1]([O:5][C:6]([N:8]1[CH2:13][CH2:12][C:11]2[NH:14][C:15]([C:17]3[CH:22]=[CH:21][N:20]=[C:19]([NH2:23])[N:18]=3)=[CH:16][C:10]=2[C:9]1=[O:24])=[O:7])([CH3:4])([CH3:3])[CH3:2].Br[CH2:26][CH2:27][F:28].C(=O)([O-])[O-].[K+].[K+].O. Product: [C:1]([O:5][C:6]([N:8]1[CH2:13][CH2:12][C:11]2[N:14]([CH2:26][CH2:27][F:28])[C:15]([C:17]3[CH:22]=[CH:21][N:20]=[C:19]([NH2:23])[N:18]=3)=[CH:16][C:10]=2[C:9]1=[O:24])=[O:7])([CH3:4])([CH3:2])[CH3:3]. The catalyst class is: 39. (4) The catalyst class is: 60. Product: [Cl:1][C:2]1[CH:3]=[CH:4][C:5]([O:23][CH3:24])=[C:6]([CH:22]=1)[C:7]([NH:9][CH2:10][CH2:11][CH:12]1[CH2:17][CH2:16][N:15]([S:18]([NH:21][C:33]([NH:32][CH3:31])=[S:34])(=[O:20])=[O:19])[CH2:14][CH2:13]1)=[O:8]. Reactant: [Cl:1][C:2]1[CH:3]=[CH:4][C:5]([O:23][CH3:24])=[C:6]([CH:22]=1)[C:7]([NH:9][CH2:10][CH2:11][CH:12]1[CH2:17][CH2:16][N:15]([S:18]([NH2:21])(=[O:20])=[O:19])[CH2:14][CH2:13]1)=[O:8].C(=O)([O-])[O-].[Cs+].[Cs+].[CH3:31][N:32]=[C:33]=[S:34].